Dataset: Forward reaction prediction with 1.9M reactions from USPTO patents (1976-2016). Task: Predict the product of the given reaction. (1) Given the reactants [F:1][C:2]1[CH:3]=[C:4]([CH2:9][C:10]([NH:12][C@H:13]([C:15]([OH:17])=O)[CH3:14])=[O:11])[CH:5]=[C:6]([F:8])[CH:7]=1.Cl.[CH2:19]([O:26][C:27](=[O:37])[C@H:28]([CH2:30][C:31]1[CH:36]=[CH:35][CH:34]=[CH:33][CH:32]=1)[NH2:29])[C:20]1[CH:25]=[CH:24][CH:23]=[CH:22][CH:21]=1, predict the reaction product. The product is: [CH2:19]([O:26][C:27](=[O:37])[C@H:28]([CH2:30][C:31]1[CH:36]=[CH:35][CH:34]=[CH:33][CH:32]=1)[NH:29][C:15](=[O:17])[C@H:13]([CH3:14])[NH:12][C:10](=[O:11])[CH2:9][C:4]1[CH:5]=[C:6]([F:8])[CH:7]=[C:2]([F:1])[CH:3]=1)[C:20]1[CH:21]=[CH:22][CH:23]=[CH:24][CH:25]=1. (2) Given the reactants [CH2:1]([CH:4]([CH2:15][CH2:16][CH3:17])[CH2:5][O:6][C:7]1[CH:8]=[C:9]([CH:12]=[CH:13][CH:14]=1)[CH:10]=[O:11])[CH2:2][CH3:3].[C:18](#[N:20])[CH3:19], predict the reaction product. The product is: [OH:11][CH:10]([C:9]1[CH:12]=[CH:13][CH:14]=[C:7]([O:6][CH2:5][CH:4]([CH2:1][CH2:2][CH3:3])[CH2:15][CH2:16][CH3:17])[CH:8]=1)[CH2:19][C:18]#[N:20]. (3) Given the reactants C(OC([NH:11][CH2:12][CH2:13][CH2:14][C@@H:15]([C:24](O)=[O:25])[NH:16]C(OC(C)(C)C)=O)=O)C1C=CC=CC=1.[CH3:27][S:28]([Cl:31])(=[O:30])=[O:29].Cl.[C:33]([C@@H:35]1[CH2:39][CH2:38][CH2:37][NH:36]1)#[N:34], predict the reaction product. The product is: [ClH:31].[NH2:16][C@H:15]([C:24](=[O:25])[N:36]1[CH2:37][CH2:38][CH2:39][C@H:35]1[C:33]#[N:34])[CH2:14][CH2:13][CH2:12][NH:11][S:28]([CH3:27])(=[O:30])=[O:29]. (4) Given the reactants Cl[C:2]1[CH:7]=[CH:6][N:5]=[C:4]([N:8]2[CH2:13][CH2:12][O:11][CH2:10][CH2:9]2)[N:3]=1.[CH:14]1([NH:17][C:18](=[O:35])[NH:19][C:20]2[CH:25]=[CH:24][C:23](B3OC(C)(C)C(C)(C)O3)=[CH:22][CH:21]=2)[CH2:16][CH2:15]1.C([O-])([O-])=O.[Cs+].[Cs+], predict the reaction product. The product is: [CH:14]1([NH:17][C:18]([NH:19][C:20]2[CH:25]=[CH:24][C:23]([C:2]3[CH:7]=[CH:6][N:5]=[C:4]([N:8]4[CH2:13][CH2:12][O:11][CH2:10][CH2:9]4)[N:3]=3)=[CH:22][CH:21]=2)=[O:35])[CH2:16][CH2:15]1. (5) The product is: [F:1][P-:2]([F:7])([F:6])([F:5])([F:4])[F:3].[Zn+2:13].[F:1][P-:2]([F:7])([F:6])([F:5])([F:4])[F:3]. Given the reactants [F:1][P-:2]([F:7])([F:6])([F:5])([F:4])[F:3].[K+].C([O-])(=O)C.[Zn+2:13].C([O-])(=O)C, predict the reaction product.